Dataset: Forward reaction prediction with 1.9M reactions from USPTO patents (1976-2016). Task: Predict the product of the given reaction. Given the reactants [C:1]([OH:7])([C:3]([F:6])([F:5])[F:4])=[O:2].[CH3:8][C:9]1([C:12]2[CH:13]=[C:14]3[C:18](=[CH:19][CH:20]=2)[N:17](C2CCCCO2)[N:16]=[C:15]3[C:27]2[N:32]=[C:31]([O:33][C@H:34]3[CH2:41][N:40](C(OC(C)(C)C)=O)[CH2:39][CH2:38][C:35]43[CH2:37][CH2:36]4)[CH:30]=[N:29][CH:28]=2)[CH2:11][CH2:10]1, predict the reaction product. The product is: [F:4][C:3]([F:6])([F:5])[C:1]([OH:7])=[O:2].[CH2:37]1[C:35]2([CH2:38][CH2:39][NH:40][CH2:41][C@@H:34]2[O:33][C:31]2[N:32]=[C:27]([C:15]3[C:14]4[C:18](=[CH:19][CH:20]=[C:12]([C:9]5([CH3:8])[CH2:11][CH2:10]5)[CH:13]=4)[NH:17][N:16]=3)[CH:28]=[N:29][CH:30]=2)[CH2:36]1.